Task: Predict the product of the given reaction.. Dataset: Forward reaction prediction with 1.9M reactions from USPTO patents (1976-2016) (1) Given the reactants [F:1][C:2]([F:21])([F:20])[C:3]1[C:11]([C:12]#[N:13])=[CH:10][CH:9]=[C:8]2[C:4]=1[CH:5]=[C:6]([CH2:14][CH2:15][C:16]([F:19])([F:18])[F:17])[NH:7]2.C([O-])([O-])=O.[Cs+].[Cs+].Cl[CH2:29][C:30]1[N:34]=[C:33]([C:35]2[CH:40]=[C:39]([F:41])[CH:38]=[C:37]([F:42])[CH:36]=2)[O:32][N:31]=1, predict the reaction product. The product is: [F:41][C:39]1[CH:40]=[C:35]([C:33]2[O:32][N:31]=[C:30]([CH2:29][N:7]3[C:8]4[C:4](=[C:3]([C:2]([F:1])([F:20])[F:21])[C:11]([C:12]#[N:13])=[CH:10][CH:9]=4)[CH:5]=[C:6]3[CH2:14][CH2:15][C:16]([F:19])([F:18])[F:17])[N:34]=2)[CH:36]=[C:37]([F:42])[CH:38]=1. (2) Given the reactants [CH2:1]([O:3][C:4](=[O:17])[CH2:5][CH:6]([NH2:16])[CH2:7][C:8]1[CH:13]=[C:12]([F:14])[CH:11]=[CH:10][C:9]=1[F:15])[CH3:2].C(N(CC)CC)C.[C:25]([O:29][C:30](O[C:30]([O:29][C:25]([CH3:28])([CH3:27])[CH3:26])=[O:31])=[O:31])([CH3:28])([CH3:27])[CH3:26], predict the reaction product. The product is: [CH2:1]([O:3][C:4](=[O:17])[CH2:5][CH:6]([NH:16][C:30]([O:29][C:25]([CH3:28])([CH3:27])[CH3:26])=[O:31])[CH2:7][C:8]1[CH:13]=[C:12]([F:14])[CH:11]=[CH:10][C:9]=1[F:15])[CH3:2]. (3) Given the reactants [C:1]([C:3]1[CH:8]=[C:7]([O:9][CH3:10])[C:6]([O:11][CH2:12][CH2:13][O:14][CH3:15])=[CH:5][C:4]=1[N:16]=[CH:17][N:18](C)C)#[N:2].C[O:22][C:23]1[CH:29]=[CH:28][C:27]([O:30]C)=[CH:26][C:24]=1N, predict the reaction product. The product is: [CH3:10][O:9][C:7]1[CH:8]=[C:3]2[C:4](=[CH:5][C:6]=1[O:11][CH2:12][CH2:13][O:14][CH3:15])[N:16]=[CH:17][N:18]=[C:1]2[NH:2][C:24]1[C:23]([CH:29]=[CH:28][C:27](=[O:30])[CH:26]=1)=[O:22].